This data is from Full USPTO retrosynthesis dataset with 1.9M reactions from patents (1976-2016). The task is: Predict the reactants needed to synthesize the given product. (1) Given the product [CH3:8][O:7][C:1]1[CH:6]=[CH:5][C:4]([C:17]([C:16]2[CH:20]=[CH:21][C:13]([C:12]([O:11][CH3:10])=[O:22])=[CH:14][CH:15]=2)=[O:18])=[CH:3][CH:2]=1, predict the reactants needed to synthesize it. The reactants are: [C:1]1([O:7][CH3:8])[CH:6]=[CH:5][CH:4]=[CH:3][CH:2]=1.[Cl-].[CH3:10][O:11][C:12](=[O:22])[C:13]1[CH:21]=[CH:20][C:16]([C:17](O)=[O:18])=[CH:15][CH:14]=1.[Al+3].[Cl-].[Cl-].[Cl-].Cl. (2) The reactants are: [C:1]([NH:9][C:10]1[S:11][CH2:12][CH:13]2[CH2:18][N:17]([C:19]([O:21][CH2:22][C:23]3[CH:28]=[CH:27][CH:26]=[CH:25][CH:24]=3)=[O:20])[CH2:16][C:14]2([C:29]2[S:30][CH:31]=[CH:32][CH:33]=2)[N:15]=1)(=[O:8])[C:2]1[CH:7]=[CH:6][CH:5]=[CH:4][CH:3]=1.CO.C(#N)C.C(N(CC)C)C. Given the product [C:1]([NH:9][C:10]1[S:11][CH2:12][C@@H:13]2[CH2:18][N:17]([C:19]([O:21][CH2:22][C:23]3[CH:24]=[CH:25][CH:26]=[CH:27][CH:28]=3)=[O:20])[CH2:16][C@:14]2([C:29]2[S:30][CH:31]=[CH:32][CH:33]=2)[N:15]=1)(=[O:8])[C:2]1[CH:3]=[CH:4][CH:5]=[CH:6][CH:7]=1, predict the reactants needed to synthesize it. (3) Given the product [C:5]1([CH:11]2[N:16]([S:17]([C:20]3[CH:21]=[CH:22][C:23]([CH3:26])=[CH:24][CH:25]=3)(=[O:18])=[O:19])[CH2:15][CH:14]3[C:12]2([C:27]([N:1]=[N+:2]=[N-:3])=[O:28])[CH2:13]3)[CH:6]=[CH:7][CH:8]=[CH:9][CH:10]=1, predict the reactants needed to synthesize it. The reactants are: [N-:1]=[N+:2]=[N-:3].[Na+].[C:5]1([CH:11]2[N:16]([S:17]([C:20]3[CH:25]=[CH:24][C:23]([CH3:26])=[CH:22][CH:21]=3)(=[O:19])=[O:18])[CH2:15][CH:14]3[C:12]2([C:27](Cl)=[O:28])[CH2:13]3)[CH:10]=[CH:9][CH:8]=[CH:7][CH:6]=1. (4) Given the product [CH3:35][C:33]1[NH:32][N:31]=[C:30]([NH:29][C:3]2[CH:2]=[CH:7][N:6]=[C:5]([NH2:8])[N:4]=2)[CH:34]=1, predict the reactants needed to synthesize it. The reactants are: Cl[C:2]1[C:3]([NH:29][C:30]2[CH:34]=[C:33]([CH3:35])[NH:32][N:31]=2)=[N:4][C:5]([NH:8]C2C=C(C)C(C3CCN(C4CCSCC4)CC3)=CC=2C)=[N:6][CH:7]=1.C1C=C(Cl)C=C(C(OO)=O)C=1.C([O-])(O)=O.[Na+]. (5) The reactants are: CCN(C(C)C)C(C)C.[C:21]([O:20][C:18](O[C:18]([O:20][C:21]([CH3:24])([CH3:23])[CH3:22])=[O:19])=[O:19])([CH3:24])([CH3:23])[CH3:22].[F:25][C:26]1[CH:27]=[C:28]([CH:33]2[NH:38][C:37](=[O:39])[CH:36]([CH:40]3[CH2:45][CH2:44][O:43][CH2:42][CH2:41]3)[NH:35][CH2:34]2)[CH:29]=[C:30]([F:32])[CH:31]=1. Given the product [C:21]([O:20][C:18]([N:35]1[CH2:34][CH:33]([C:28]2[CH:27]=[C:26]([F:25])[CH:31]=[C:30]([F:32])[CH:29]=2)[NH:38][C:37](=[O:39])[CH:36]1[CH:40]1[CH2:45][CH2:44][O:43][CH2:42][CH2:41]1)=[O:19])([CH3:22])([CH3:23])[CH3:24], predict the reactants needed to synthesize it.